The task is: Predict the reaction yield, written as a fraction of the theoretical maximum amount of product (1.0 means a 100% yield; for example, 0.34 means a 34% yield).. This data is from Reaction yield outcomes from USPTO patents with 853,638 reactions. (1) The catalyst is CN(C=O)C.CCOC(C)=O. The yield is 0.320. The reactants are [N:1]1[N:9]2[C:4]([N:5]=[C:6]3[CH2:21][CH2:20][CH2:19][CH2:18][CH2:17][C:7]3=[C:8]2[C:10]2[CH:15]=[CH:14][C:13]([OH:16])=[CH:12][CH:11]=2)=[CH:3][CH:2]=1.Br[CH2:23][CH2:24][CH2:25][Cl:26].C([O-])([O-])=O.[K+].[K+]. The product is [Cl:26][CH2:25][CH2:24][CH2:23][O:16][C:13]1[CH:12]=[CH:11][C:10]([C:8]2[N:9]3[C:4]([N:5]=[C:6]4[CH2:21][CH2:20][CH2:19][CH2:18][CH2:17][C:7]=24)=[CH:3][CH:2]=[N:1]3)=[CH:15][CH:14]=1. (2) The reactants are C[Si](C)(C)CCOC[N:7]1[C:11]2[N:12]=[CH:13][N:14]=[C:15]([C:16]3[CH:17]=[N:18][N:19]([CH:21]4[CH2:26][CH2:25][CH2:24][CH:23]([CH2:27][C:28]#[N:29])[CH2:22]4)[CH:20]=3)[C:10]=2[CH:9]=[CH:8]1.[C:32]([OH:38])([C:34]([F:37])([F:36])[F:35])=[O:33].C(N)CN. The catalyst is C(Cl)Cl. The product is [F:35][C:34]([F:37])([F:36])[C:32]([OH:38])=[O:33].[N:12]1[C:11]2[NH:7][CH:8]=[CH:9][C:10]=2[C:15]([C:16]2[CH:17]=[N:18][N:19]([CH:21]3[CH2:26][CH2:25][CH2:24][CH:23]([CH2:27][C:28]#[N:29])[CH2:22]3)[CH:20]=2)=[N:14][CH:13]=1. The yield is 0.830.